The task is: Predict the product of the given reaction.. This data is from Forward reaction prediction with 1.9M reactions from USPTO patents (1976-2016). (1) Given the reactants Cl[CH2:2][CH2:3][O:4][C:5]1[CH:10]=[CH:9][C:8](/[C:11](/[CH3:31])=[C:12](/[C:20]2[CH:29]=[CH:28][CH:27]=[C:26]3[C:21]=2[CH:22]=[CH:23][C:24]([OH:30])=[CH:25]3)\[C:13]2[CH:18]=[CH:17][C:16]([OH:19])=[CH:15][CH:14]=2)=[CH:7][CH:6]=1.[NH:32]1[CH2:36][CH2:35][CH2:34][CH2:33]1, predict the reaction product. The product is: [OH:19][C:16]1[CH:17]=[CH:18][C:13](/[C:12](/[C:20]2[CH:29]=[CH:28][CH:27]=[C:26]3[C:21]=2[CH:22]=[CH:23][C:24]([OH:30])=[CH:25]3)=[C:11](\[C:8]2[CH:9]=[CH:10][C:5]([O:4][CH2:3][CH2:2][N:32]3[CH2:36][CH2:35][CH2:34][CH2:33]3)=[CH:6][CH:7]=2)/[CH3:31])=[CH:14][CH:15]=1. (2) Given the reactants C[O:2][C:3](=[O:34])[CH2:4][O:5][C:6]1[CH:15]=[CH:14][C:13]([Cl:16])=[C:12]2[C:7]=1[C:8]([O:30][CH:31]([F:33])[F:32])=[C:9]([CH2:19][C:20]1[CH:25]=[CH:24][C:23]([S:26]([CH3:29])(=[O:28])=[O:27])=[CH:22][CH:21]=1)[C:10]([CH2:17][CH3:18])=[N:11]2.CO.O.[OH-].[Li+], predict the reaction product. The product is: [Cl:16][C:13]1[CH:14]=[CH:15][C:6]([O:5][CH2:4][C:3]([OH:34])=[O:2])=[C:7]2[C:12]=1[N:11]=[C:10]([CH2:17][CH3:18])[C:9]([CH2:19][C:20]1[CH:21]=[CH:22][C:23]([S:26]([CH3:29])(=[O:27])=[O:28])=[CH:24][CH:25]=1)=[C:8]2[O:30][CH:31]([F:32])[F:33].